This data is from Catalyst prediction with 721,799 reactions and 888 catalyst types from USPTO. The task is: Predict which catalyst facilitates the given reaction. (1) Reactant: C[O:2][C:3]([C:5]1([C:8]2[CH:13]=[CH:12][C:11]([C:14]3[CH:19]=[CH:18][C:17]([N:20]4[C:24]([NH:25][C:26]([O:28][C@@H:29]([C:31]5[CH:36]=[CH:35][CH:34]=[C:33]([C:37]([F:40])([F:39])[F:38])[CH:32]=5)[CH3:30])=[O:27])=[C:23]([CH3:41])[N:22]=[N:21]4)=[CH:16][CH:15]=3)=[CH:10][CH:9]=2)[CH2:7][CH2:6]1)=[O:4].C1COCC1.C(O)C.[OH-].[Na+]. Product: [CH3:41][C:23]1[N:22]=[N:21][N:20]([C:17]2[CH:18]=[CH:19][C:14]([C:11]3[CH:10]=[CH:9][C:8]([C:5]4([C:3]([OH:4])=[O:2])[CH2:7][CH2:6]4)=[CH:13][CH:12]=3)=[CH:15][CH:16]=2)[C:24]=1[NH:25][C:26]([O:28][C@@H:29]([C:31]1[CH:36]=[CH:35][CH:34]=[C:33]([C:37]([F:39])([F:38])[F:40])[CH:32]=1)[CH3:30])=[O:27]. The catalyst class is: 6. (2) Reactant: [H-].[Al+3].[Li+].[H-].[H-].[H-].[CH3:7][O:8][C:9]1[C:14]([CH:15]=[CH:16][N+:17]([O-])=O)=[C:13]([CH3:20])[C:12]([O:21][CH3:22])=[C:11]([CH3:23])[C:10]=1[CH3:24].[OH-].[Na+]. Product: [CH3:7][O:8][C:9]1[C:10]([CH3:24])=[C:11]([CH3:23])[C:12]([O:21][CH3:22])=[C:13]([CH3:20])[C:14]=1[CH2:15][CH2:16][NH2:17]. The catalyst class is: 1.